Dataset: Peptide-MHC class I binding affinity with 185,985 pairs from IEDB/IMGT. Task: Regression. Given a peptide amino acid sequence and an MHC pseudo amino acid sequence, predict their binding affinity value. This is MHC class I binding data. (1) The peptide sequence is YTLNNGGAF. The MHC is BoLA-JSP.1 with pseudo-sequence BoLA-JSP.1. The binding affinity (normalized) is 0.0641. (2) The MHC is Patr-B1301 with pseudo-sequence Patr-B1301. The peptide sequence is KCDELAAKL. The binding affinity (normalized) is 0. (3) The peptide sequence is MTAASYARY. The binding affinity (normalized) is 0.213. The MHC is HLA-B51:01 with pseudo-sequence HLA-B51:01. (4) The peptide sequence is CLRRFIIFL. The MHC is HLA-A02:06 with pseudo-sequence HLA-A02:06. The binding affinity (normalized) is 0.147. (5) The peptide sequence is SCPKPHRLNH. The MHC is HLA-A33:01 with pseudo-sequence HLA-A33:01. The binding affinity (normalized) is 0.0347. (6) The peptide sequence is SIENKHQRR. The MHC is HLA-A31:01 with pseudo-sequence HLA-A31:01. The binding affinity (normalized) is 0.528.